Dataset: Experimentally validated miRNA-target interactions with 360,000+ pairs, plus equal number of negative samples. Task: Binary Classification. Given a miRNA mature sequence and a target amino acid sequence, predict their likelihood of interaction. The miRNA is hsa-miR-5195-3p with sequence AUCCAGUUCUCUGAGGGGGCU. The protein sequence of the target gene is MEHFDASLSTYFKAFLGPRDTRVKGWFLLDNYIPTFVCSVIYLLIVWLGPKYMKNRQPFSCRGILQLYNLGLTLLSLYMFYELVTGVWEGKYNFFCQGTRSAGESDMKIIRVLWWYYFSKLIEFMDTFFFILRKNNHQITVLHVYHHATMLNIWWFVMNWVPCGHSYFGATLNSFIHVLMYSYYGLSSIPSMRPYLWWKKYITQGQLVQFVLTIIQTTCGVFWPCSFPLGWLFFQIGYMISLIALFTNFYIQTYNKKGASRRKDHLKGHQNGSVAAVNGHTNSFPSLENSVKPRKQRKD. Result: 0 (no interaction).